This data is from Full USPTO retrosynthesis dataset with 1.9M reactions from patents (1976-2016). The task is: Predict the reactants needed to synthesize the given product. (1) Given the product [CH3:28][C:23]1([CH3:29])[C:24]([CH3:27])([CH3:26])[O:25][B:21]([C:2]2[CH:7]=[CH:6][C:5]([C:8]3[N:9]=[C:10]4[N:14]([CH:15]=3)[CH:13]=[CH:12][S:11]4)=[CH:4][CH:3]=2)[O:22]1, predict the reactants needed to synthesize it. The reactants are: I[C:2]1[CH:7]=[CH:6][C:5]([C:8]2[N:9]=[C:10]3[N:14]([CH:15]=2)[CH:13]=[CH:12][S:11]3)=[CH:4][CH:3]=1.C([O-])(=O)C.[K+].[B:21]1([B:21]2[O:25][C:24]([CH3:27])([CH3:26])[C:23]([CH3:29])([CH3:28])[O:22]2)[O:25][C:24]([CH3:27])([CH3:26])[C:23]([CH3:29])([CH3:28])[O:22]1. (2) The reactants are: [F:1][CH2:2][CH2:3][N:4]1[CH2:9][CH2:8][N:7]([C:10]2[CH:20]=[CH:19][C:13]([C:14]([O:16]CC)=[O:15])=[CH:12][CH:11]=2)[CH2:6][CH:5]1[CH3:21].[OH-].[Na+]. Given the product [F:1][CH2:2][CH2:3][N:4]1[CH2:9][CH2:8][N:7]([C:10]2[CH:20]=[CH:19][C:13]([C:14]([OH:16])=[O:15])=[CH:12][CH:11]=2)[CH2:6][CH:5]1[CH3:21], predict the reactants needed to synthesize it.